Dataset: Reaction yield outcomes from USPTO patents with 853,638 reactions. Task: Predict the reaction yield, written as a fraction of the theoretical maximum amount of product (1.0 means a 100% yield; for example, 0.34 means a 34% yield). (1) The reactants are [OH:1][C:2]1[CH:3]=[N:4][C:5]([NH:8][C:9](=[O:15])[CH2:10][CH2:11][CH2:12][CH2:13][CH3:14])=[N:6][CH:7]=1.C1(P(C2C=CC=CC=2)C2C=CC=CC=2)C=CC=CC=1.[CH3:35][S:36][CH2:37][CH2:38]O.CCOC(/N=N/C(OCC)=O)=O. The catalyst is O. The yield is 0.610. The product is [CH3:35][S:36][CH2:37][CH2:38][O:1][C:2]1[CH:3]=[N:4][C:5]([NH:8][C:9](=[O:15])[CH2:10][CH2:11][CH2:12][CH2:13][CH3:14])=[N:6][CH:7]=1. (2) The reactants are [F:1][CH2:2][CH2:3][N:4]1[CH2:9][CH2:8][CH:7]([N:10]2[CH:14]=[C:13]([N+:15]([O-])=O)[CH:12]=[N:11]2)[CH2:6][CH2:5]1. The catalyst is C(O)C.[OH-].[OH-].[Pd+2]. The product is [F:1][CH2:2][CH2:3][N:4]1[CH2:9][CH2:8][CH:7]([N:10]2[CH:14]=[C:13]([NH2:15])[CH:12]=[N:11]2)[CH2:6][CH2:5]1. The yield is 0.770. (3) The reactants are [I:1][C:2]1[CH:7]=[CH:6][C:5]([CH2:8][C:9]([OH:11])=[O:10])=[CH:4][CH:3]=1.Cl.[CH3:13]O. The catalyst is O1CCOCC1. The product is [I:1][C:2]1[CH:3]=[CH:4][C:5]([CH2:8][C:9]([O:11][CH3:13])=[O:10])=[CH:6][CH:7]=1. The yield is 0.980. (4) The catalyst is O. The yield is 0.380. The reactants are [C:1]([OH:4])(=[O:3])[CH3:2].[C:5]([O:9][C:10](=[O:26])[NH:11][CH2:12][CH2:13][CH2:14][CH2:15][C:16]1[CH:21]=[CH:20][C:19]([O:22][CH2:23][CH2:24][NH2:25])=[CH:18][CH:17]=1)([CH3:8])([CH3:7])[CH3:6].C([BH3-])#N.[Na+].O1CC[CH2:33][CH2:32]1. The product is [CH2:32]([O:3][C:1](=[O:4])[CH2:2][NH:25][CH2:24][CH2:23][O:22][C:19]1[CH:18]=[CH:17][C:16]([CH2:15][CH2:14][CH2:13][CH2:12][NH:11][C:10]([O:9][C:5]([CH3:8])([CH3:6])[CH3:7])=[O:26])=[CH:21][CH:20]=1)[CH3:33]. (5) The reactants are [CH3:1][N:2]1[C:6]([C:7]2[CH:8]=[C:9]([C:14]([O:16]C)=[O:15])[S:10][C:11]=2[CH2:12][CH3:13])=[C:5]([CH3:18])[CH:4]=[N:3]1.[OH-].[Na+]. The catalyst is O1CCCC1. The product is [CH3:1][N:2]1[C:6]([C:7]2[CH:8]=[C:9]([C:14]([OH:16])=[O:15])[S:10][C:11]=2[CH2:12][CH3:13])=[C:5]([CH3:18])[CH:4]=[N:3]1. The yield is 1.00. (6) The reactants are [NH2:1][CH2:2][CH2:3][NH:4][C:5]1[N:10]=[C:9]([C:11]2[CH:16]=[CH:15][C:14]([Cl:17])=[CH:13][C:12]=2[Cl:18])[C:8]([CH2:19][N:20]2[CH2:25][CH2:24][O:23][CH2:22][CH2:21]2)=[CH:7][N:6]=1.Cl[C:27]1[CH:32]=[CH:31][C:30]([N+:33]([O-:35])=[O:34])=[CH:29][N:28]=1. No catalyst specified. The product is [Cl:18][C:12]1[CH:13]=[C:14]([Cl:17])[CH:15]=[CH:16][C:11]=1[C:9]1[C:8]([CH2:19][N:20]2[CH2:25][CH2:24][O:23][CH2:22][CH2:21]2)=[CH:7][N:6]=[C:5]([NH:4][CH2:3][CH2:2][NH:1][C:27]2[CH:32]=[CH:31][C:30]([N+:33]([O-:35])=[O:34])=[CH:29][N:28]=2)[N:10]=1. The yield is 0.600.